The task is: Predict the reaction yield, written as a fraction of the theoretical maximum amount of product (1.0 means a 100% yield; for example, 0.34 means a 34% yield).. This data is from Reaction yield outcomes from USPTO patents with 853,638 reactions. (1) The reactants are CO[C:3]([C:5]1[C:13]2C(=C(C3C=CC=CC=3)N(CC3C=CC=CC=3)N=2)C=CC=1)=O.[CH2:27]([N:34]1[C:42]([C:43]2[CH:48]=[CH:47][CH:46]=[CH:45][CH:44]=2)=[C:41]2[C:36]([C:37](C(O)=O)=[CH:38][CH:39]=[CH:40]2)=[N:35]1)[C:28]1[CH:33]=[CH:32][CH:31]=[CH:30][CH:29]=1.C[Mg+].[Br-].C1C[O:58]CC1. No catalyst specified. The product is [CH2:27]([N:34]1[C:42]([C:41]2[CH:40]=[CH:39][CH:38]=[CH:37][CH:36]=2)=[C:43]2[C:48]([C:47]([C:5]([OH:58])([CH3:3])[CH3:13])=[CH:46][CH:45]=[CH:44]2)=[N:35]1)[C:28]1[CH:29]=[CH:30][CH:31]=[CH:32][CH:33]=1. The yield is 0.860. (2) The reactants are C(OC([NH:8][C:9]1[N:10]=[C:11]([C:15]([O:17][CH3:18])=[O:16])[N:12]([CH3:14])[CH:13]=1)=O)(C)(C)C.Cl.[C:20]([O:24][C:25]([NH:27][C:28]1[N:29]=[C:30]([C:34]([OH:36])=O)[N:31]([CH3:33])[CH:32]=1)=[O:26])([CH3:23])([CH3:22])[CH3:21].C(Cl)CCl.CCN(C(C)C)C(C)C. The catalyst is C(O)C.C1(C)C=CC=CC=1.CC(N(C)C)=O. The product is [C:20]([O:24][C:25]([NH:27][C:28]1[N:29]=[C:30]([C:34]([NH:8][C:9]2[N:10]=[C:11]([C:15]([O:17][CH3:18])=[O:16])[N:12]([CH3:14])[CH:13]=2)=[O:36])[N:31]([CH3:33])[CH:32]=1)=[O:26])([CH3:21])([CH3:22])[CH3:23]. The yield is 0.715. (3) The reactants are [C:1]([O:5][C:6]([N:8]1[CH2:38][CH2:37][C:11]2[N:12]=[C:13]([N:26]3[CH2:31][CH2:30][CH:29]([C:32]([O:34]CC)=[O:33])[CH2:28][CH2:27]3)[N:14]=[C:15]([NH:16][CH2:17][C:18]3[CH:23]=[CH:22][C:21]([F:24])=[CH:20][C:19]=3[Cl:25])[C:10]=2[CH2:9]1)=[O:7])([CH3:4])([CH3:3])[CH3:2].[OH-].[Na+].O. The catalyst is C(O)C. The product is [C:1]([O:5][C:6]([N:8]1[CH2:38][CH2:37][C:11]2[N:12]=[C:13]([N:26]3[CH2:27][CH2:28][CH:29]([C:32]([OH:34])=[O:33])[CH2:30][CH2:31]3)[N:14]=[C:15]([NH:16][CH2:17][C:18]3[CH:23]=[CH:22][C:21]([F:24])=[CH:20][C:19]=3[Cl:25])[C:10]=2[CH2:9]1)=[O:7])([CH3:4])([CH3:2])[CH3:3]. The yield is 0.620. (4) The reactants are N.[Na].C([N:10]1[CH:14]=[C:13]([CH2:15][N:16]2[CH2:20][CH:19]([C:21]3[CH:26]=[C:25](F)[CH:24]=[C:23](F)[C:22]=3F)[CH2:18][C:17]2=[O:30])[CH:12]=[N:11]1)C1C=CC=CC=1.[NH4+].[Cl-]. The catalyst is C1COCC1.O. The product is [C:21]1([CH:19]2[CH2:20][N:16]([CH2:15][C:13]3[CH:12]=[N:11][NH:10][CH:14]=3)[C:17](=[O:30])[CH2:18]2)[CH:22]=[CH:23][CH:24]=[CH:25][CH:26]=1. The yield is 0.120. (5) The reactants are [C:1]([SiH2:5][O:6][C:7]([CH3:21])([CH3:20])[C@H:8]1[CH2:13][CH2:12][C@H:11]([CH2:14]OS(C)(=O)=O)[CH2:10][CH2:9]1)([CH3:4])([CH3:3])[CH3:2].[C-:22]#[N:23].[Na+]. The catalyst is CN(C)C=O. The product is [C:1]([SiH2:5][O:6][C:7]([CH3:21])([CH3:20])[C@H:8]1[CH2:13][CH2:12][C@H:11]([CH2:14][C:22]#[N:23])[CH2:10][CH2:9]1)([CH3:4])([CH3:3])[CH3:2]. The yield is 0.797.